This data is from Full USPTO retrosynthesis dataset with 1.9M reactions from patents (1976-2016). The task is: Predict the reactants needed to synthesize the given product. Given the product [N+:17]([C:12]1[CH:13]=[CH:14][CH:15]=[CH:16][C:11]=1[NH:25][CH:22]1[CH2:23][CH2:24][O:20][CH2:21]1)([O-:19])=[O:18], predict the reactants needed to synthesize it. The reactants are: C(N(CC)C(C)C)(C)C.F[C:11]1[CH:16]=[CH:15][CH:14]=[CH:13][C:12]=1[N+:17]([O-:19])=[O:18].[O:20]1[CH2:24][CH2:23][CH:22]([NH2:25])[CH2:21]1.